This data is from Full USPTO retrosynthesis dataset with 1.9M reactions from patents (1976-2016). The task is: Predict the reactants needed to synthesize the given product. (1) Given the product [OH:14][C:7]1[CH:6]=[CH:5][NH:4][C:3](=[O:8])[C:2]=1[OH:1].[NH2:9][C:10]1[C:11]([NH2:19])=[C:12]([CH:16]=[CH:17][CH:18]=1)[C:13]([OH:15])=[O:14], predict the reactants needed to synthesize it. The reactants are: [OH:1][C:2]1[C:3](=[O:8])[NH:4][CH:5]=[CH:6][CH:7]=1.[NH2:9][C:10]1[C:11]([NH2:19])=[C:12]([CH:16]=[CH:17][CH:18]=1)[C:13]([OH:15])=[O:14].CC1OC=CC(=O)C=1O.C(OCCO)C.O. (2) Given the product [CH3:1][O:2][N:3]([CH3:14])[C:4]([CH:5]1[CH2:6][CH2:7][O:11][CH2:12][CH2:10]1)=[O:13], predict the reactants needed to synthesize it. The reactants are: [CH3:1][O:2][N:3]([CH3:14])[C:4](=[O:13])[C:5]1[CH:10]=CN=[C:7]([O:11][CH3:12])[CH:6]=1.O1CCC(C(O)=O)CC1.C(Cl)(=O)C(Cl)=O.Cl.CNOC.C(N(CC)CC)C. (3) The reactants are: Cl.[NH2:2][CH:3]1[CH2:12][C:11]2[C:6](=[CH:7][C:8]([F:13])=[CH:9][CH:10]=2)[NH:5][C:4]1=[O:14].C[N+]1(C2N=C(OC)N=C(OC)N=2)CCOCC1.[Cl-].CN1CCOCC1.[Cl:40][C:41]1[CH:42]=[C:43]2[CH:49]=[C:48]([C:50](O)=[O:51])[NH:47][C:44]2=[CH:45][N:46]=1. Given the product [F:13][C:8]1[CH:7]=[C:6]2[C:11]([CH2:12][CH:3]([NH:2][C:50]([C:48]3[NH:47][C:44]4=[CH:45][N:46]=[C:41]([Cl:40])[CH:42]=[C:43]4[CH:49]=3)=[O:51])[C:4](=[O:14])[NH:5]2)=[CH:10][CH:9]=1, predict the reactants needed to synthesize it. (4) Given the product [CH3:5][O:4][C:2]([N:6]1[CH2:9][CH:8]([NH:10][C:11](=[O:36])[C:12]2[CH:17]=[CH:16][C:15]([S:18]([N:21]3[C:29]4[C:24](=[CH:25][CH:26]=[CH:27][CH:28]=4)[C:23]([C:30]4[CH:31]=[CH:32][CH:33]=[CH:34][CH:35]=4)=[CH:22]3)(=[O:19])=[O:20])=[CH:14][CH:13]=2)[CH2:7]1)=[O:3], predict the reactants needed to synthesize it. The reactants are: Cl[C:2]([O:4][CH3:5])=[O:3].[NH:6]1[CH2:9][CH:8]([NH:10][C:11](=[O:36])[C:12]2[CH:17]=[CH:16][C:15]([S:18]([N:21]3[C:29]4[C:24](=[CH:25][CH:26]=[CH:27][CH:28]=4)[C:23]([C:30]4[CH:35]=[CH:34][CH:33]=[CH:32][CH:31]=4)=[CH:22]3)(=[O:20])=[O:19])=[CH:14][CH:13]=2)[CH2:7]1.C(N(CC)CC)C.